From a dataset of Reaction yield outcomes from USPTO patents with 853,638 reactions. Predict the reaction yield, written as a fraction of the theoretical maximum amount of product (1.0 means a 100% yield; for example, 0.34 means a 34% yield). (1) The reactants are Cl.Cl[CH2:3][C:4]1[CH:9]=[C:8]([CH3:10])[N:7]=[C:6]([CH3:11])[CH:5]=1.[CH3:12][S:13]([C:16]1[CH:21]=[CH:20][C:19]([OH:22])=[CH:18][CH:17]=1)(=[O:15])=[O:14].[OH-].[Na+]. The catalyst is C(O)C. The product is [CH3:12][S:13]([C:16]1[CH:21]=[CH:20][C:19]([O:22][CH2:3][C:4]2[CH:9]=[C:8]([CH3:10])[N:7]=[C:6]([CH3:11])[CH:5]=2)=[CH:18][CH:17]=1)(=[O:14])=[O:15]. The yield is 0.466. (2) The reactants are Cl[CH2:2][C:3]([NH:5][C:6]1[CH:7]=[C:8]2[C:13](=[CH:14][CH:15]=1)[CH:12]=[N:11][CH:10]=[CH:9]2)=[O:4].[NH:16]1[CH2:21][CH2:20][O:19][CH2:18][CH2:17]1. The catalyst is CO. The product is [NH3:5].[CH:12]1[C:13]2[C:8](=[CH:7][C:6]([NH:5][C:3](=[O:4])[CH2:2][N:16]3[CH2:21][CH2:20][O:19][CH2:18][CH2:17]3)=[CH:15][CH:14]=2)[CH:9]=[CH:10][N:11]=1. The yield is 0.0200. (3) The reactants are [CH2:1]([NH:4][C:5]1[CH:10]=[CH:9][C:8]([C:11]2[N:15]([C:16]3[CH:21]=[CH:20][C:19]([CH3:22])=[CH:18][CH:17]=3)[N:14]=[C:13]([CH2:23][CH:24]([C:28]3[CH:29]=[C:30]([CH3:34])[CH:31]=[CH:32][CH:33]=3)[C:25]([OH:27])=[O:26])[CH:12]=2)=[CH:7][CH:6]=1)[CH:2]=[CH2:3].CS(O)(=O)=O. The catalyst is C(O)C.[Pd]. The product is [N:4]1[C:5]2[C:10](=[CH:9][C:8]([C:11]3[N:15]([C:16]4[CH:21]=[CH:20][C:19]([CH3:22])=[CH:18][CH:17]=4)[N:14]=[C:13]([CH2:23][CH:24]([C:28]4[CH:29]=[C:30]([CH3:34])[CH:31]=[CH:32][CH:33]=4)[C:25]([OH:27])=[O:26])[CH:12]=3)=[CH:7][CH:6]=2)[CH:3]=[CH:2][CH:1]=1.[NH2:4][C:5]1[CH:10]=[CH:9][C:8]([C:11]2[N:15]([C:16]3[CH:17]=[CH:18][C:19]([CH3:22])=[CH:20][CH:21]=3)[N:14]=[C:13]([CH2:23][CH:24]([C:28]3[CH:29]=[C:30]([CH3:34])[CH:31]=[CH:32][CH:33]=3)[C:25]([OH:27])=[O:26])[CH:12]=2)=[CH:7][CH:6]=1. The yield is 0.350. (4) The reactants are [NH:1]1[C:9]2[C:4](=[CH:5][CH:6]=[C:7]([CH:10]=[O:11])[CH:8]=2)[CH:3]=[N:2]1.[C:12](O[C:12]([O:14][C:15]([CH3:18])([CH3:17])[CH3:16])=[O:13])([O:14][C:15]([CH3:18])([CH3:17])[CH3:16])=[O:13]. The catalyst is ClCCl.CN(C)C1C=CN=CC=1. The product is [CH:10]([C:7]1[CH:8]=[C:9]2[C:4]([CH:3]=[N:2][N:1]2[C:12]([O:14][C:15]([CH3:18])([CH3:17])[CH3:16])=[O:13])=[CH:5][CH:6]=1)=[O:11]. The yield is 0.900. (5) The reactants are [F:1][C:2]([F:32])([F:31])[C:3]1[CH:26]=[C:25]([C:27]([F:30])([F:29])[F:28])[CH:24]=[CH:23][C:4]=1[CH2:5][O:6][C:7]1[CH:12]=[CH:11][C:10](/[CH:13]=[C:14]2/[C:15](=S)[NH:16][C:17](=[O:19])[S:18]/2)=[CH:9][C:8]=1[O:21][CH3:22].[CH2:33]([NH2:40])[C:34]1[CH:39]=[CH:38][CH:37]=[CH:36][CH:35]=1. The catalyst is CO. The product is [CH2:33]([NH:40][C:15]1=[N:16][C:17](=[O:19])[S:18]/[C:14]/1=[CH:13]\[C:10]1[CH:11]=[CH:12][C:7]([O:6][CH2:5][C:4]2[CH:23]=[CH:24][C:25]([C:27]([F:30])([F:28])[F:29])=[CH:26][C:3]=2[C:2]([F:31])([F:32])[F:1])=[C:8]([O:21][CH3:22])[CH:9]=1)[C:34]1[CH:39]=[CH:38][CH:37]=[CH:36][CH:35]=1. The yield is 0.270. (6) The reactants are [CH2:1]([O:3][C:4](=[O:30])[CH2:5][N:6]1[C:14]2[CH2:13][CH2:12][CH2:11][C@@H:10]([NH:15][S:16]([C:19]3[CH:24]=[C:23]([C:25]([F:28])([F:27])[F:26])[CH:22]=[C:21](Br)[CH:20]=3)(=[O:18])=[O:17])[C:9]=2[CH:8]=[N:7]1)[CH3:2].[Na+].[CH3:32][S:33]([O-:35])=[O:34].[Na+].N1CCC[C@H]1C([O-])=O. The catalyst is CS(C)=O.O.[Cu]I. The product is [CH2:1]([O:3][C:4](=[O:30])[CH2:5][N:6]1[C:14]2[CH2:13][CH2:12][CH2:11][C@@H:10]([NH:15][S:16]([C:19]3[CH:24]=[C:23]([C:25]([F:28])([F:27])[F:26])[CH:22]=[C:21]([S:33]([CH3:32])(=[O:35])=[O:34])[CH:20]=3)(=[O:18])=[O:17])[C:9]=2[CH:8]=[N:7]1)[CH3:2]. The yield is 0.511.